This data is from Forward reaction prediction with 1.9M reactions from USPTO patents (1976-2016). The task is: Predict the product of the given reaction. Given the reactants [CH3:1][O:2][C:3]([C:5]1[S:6][C:7]([CH:25]2[CH2:30][CH2:29][C:28]([CH3:32])([CH3:31])[CH2:27][CH2:26]2)=[CH:8][C:9]=1[N:10]([CH:20]([CH2:23][OH:24])[CH2:21][OH:22])[C:11]([C@H:13]1[CH2:18][CH2:17][C@H:16]([CH3:19])[CH2:15][CH2:14]1)=[O:12])=[O:4].[CH2:33]=O, predict the reaction product. The product is: [CH3:1][O:2][C:3]([C:5]1[S:6][C:7]([CH:25]2[CH2:26][CH2:27][C:28]([CH3:31])([CH3:32])[CH2:29][CH2:30]2)=[CH:8][C:9]=1[N:10]([CH:20]1[CH2:23][O:24][CH2:33][O:22][CH2:21]1)[C:11]([C@H:13]1[CH2:14][CH2:15][C@H:16]([CH3:19])[CH2:17][CH2:18]1)=[O:12])=[O:4].